Dataset: Forward reaction prediction with 1.9M reactions from USPTO patents (1976-2016). Task: Predict the product of the given reaction. (1) Given the reactants [CH2:1]([N:7]1C(=O)C2C(=CC=CC=2)C1=O)[CH2:2][CH2:3][CH2:4][CH:5]=[CH2:6].O.NN.[ClH:21], predict the reaction product. The product is: [ClH:21].[Cl:21][NH:7][CH2:1][CH2:2][CH2:3][CH2:4][CH:5]=[CH2:6]. (2) Given the reactants [OH:1][CH:2]1[CH2:7][CH2:6][CH2:5][CH:4](O)[CH:3]1[NH:9][C:10]([C@@H:12]([NH:24][C:25]([N:27]1[CH2:32][CH2:31][O:30][CH2:29][CH2:28]1)=[O:26])[CH2:13][S:14]([CH2:17][C:18]1[CH:23]=[CH:22][CH:21]=[CH:20][CH:19]=1)(=[O:16])=[O:15])=[O:11].CC(OI1(OC(C)=O)(OC(C)=O)OC(=O)C2C=CC=CC1=2)=O, predict the reaction product. The product is: [O:1]=[C:2]1[C:3]([NH:9][C:10]([C@@H:12]([NH:24][C:25]([N:27]2[CH2:28][CH2:29][O:30][CH2:31][CH2:32]2)=[O:26])[CH2:13][S:14]([CH2:17][C:18]2[CH:23]=[CH:22][CH:21]=[CH:20][CH:19]=2)(=[O:15])=[O:16])=[O:11])=[CH:4][CH2:5][CH2:6][CH2:7]1. (3) The product is: [F:39][CH2:19][O:18][C:16]1[CH:17]=[C:12]([C:9]2[CH:8]=[CH:7][C:6]([C:2]([C:22]3[N:27]=[CH:26][C:25]([C:28]4[N:29]=[N:30][C:31]([C:34]([F:35])([F:37])[F:36])=[CH:32][CH:33]=4)=[CH:24][CH:23]=3)([CH3:1])[CH:3]([CH3:4])[CH3:5])=[CH:11][CH:10]=2)[CH:13]=[N:14][CH:15]=1. Given the reactants [CH3:1][C:2]([C:22]1[N:27]=[CH:26][C:25]([C:28]2[N:29]=[N:30][C:31]([C:34]([F:37])([F:36])[F:35])=[CH:32][CH:33]=2)=[CH:24][CH:23]=1)([C:6]1[CH:11]=[CH:10][C:9]([C:12]2[CH:13]=[N:14][CH:15]=[C:16]([O:18][CH2:19]SC)[CH:17]=2)=[CH:8][CH:7]=1)[CH:3]([CH3:5])[CH3:4].[Xe](F)[F:39], predict the reaction product. (4) Given the reactants [NH2:1][C@@H:2]([CH:7]([CH3:9])[CH3:8])[C:3]([O:5][CH3:6])=[O:4].C1C=CC2N(O)N=NC=2C=1.CCN=C=NCCCN(C)C.Cl.[N:32]1[CH:37]=[CH:36][CH:35]=[CH:34][C:33]=1[C:38](O)=[O:39].CCN(C(C)C)C(C)C, predict the reaction product. The product is: [CH3:8][CH:7]([CH3:9])[C@H:2]([NH:1][C:38](=[O:39])[C:33]1[CH:34]=[CH:35][CH:36]=[CH:37][N:32]=1)[C:3]([O:5][CH3:6])=[O:4]. (5) The product is: [S:12]1[C:13]2[CH:19]=[CH:18][CH:17]=[CH:16][C:14]=2[N:15]=[C:11]1[NH:10][C:8]1[CH:7]=[C:6]([CH2:20][C:21]2[CH:26]=[CH:25][CH:24]=[CH:23][CH:22]=2)[N:5]=[C:4]([NH:27][C@H:28]2[CH2:33][CH2:32][C@H:31]([OH:34])[CH2:30][CH2:29]2)[N:9]=1. Given the reactants CS([C:4]1[N:9]=[C:8]([NH:10][C:11]2[S:12][C:13]3[CH:19]=[CH:18][CH:17]=[CH:16][C:14]=3[N:15]=2)[CH:7]=[C:6]([CH2:20][C:21]2[CH:26]=[CH:25][CH:24]=[CH:23][CH:22]=2)[N:5]=1)=O.[NH2:27][C@H:28]1[CH2:33][CH2:32][C@H:31]([OH:34])[CH2:30][CH2:29]1, predict the reaction product. (6) The product is: [C:1]1([C:7]([C:22]2[CH:27]=[CH:26][CH:25]=[CH:24][CH:23]=2)([C:16]2[CH:17]=[CH:18][CH:19]=[CH:20][CH:21]=2)[O:8][CH2:9][CH:10]([O:15][S:36]([CH3:35])(=[O:38])=[O:37])[CH2:11][N:12]([CH3:13])[CH3:14])[CH:2]=[CH:3][CH:4]=[CH:5][CH:6]=1. Given the reactants [C:1]1([C:7]([C:22]2[CH:27]=[CH:26][CH:25]=[CH:24][CH:23]=2)([C:16]2[CH:21]=[CH:20][CH:19]=[CH:18][CH:17]=2)[O:8][CH2:9][CH:10]([OH:15])[CH2:11][N:12]([CH3:14])[CH3:13])[CH:6]=[CH:5][CH:4]=[CH:3][CH:2]=1.C(N(CC)CC)C.[CH3:35][S:36](Cl)(=[O:38])=[O:37], predict the reaction product. (7) Given the reactants Cl[C:2]1[CH:7]=[C:6]([O:8][C:9]2[CH:10]=[CH:11][C:12]([NH2:15])=[N:13][CH:14]=2)[CH:5]=[CH:4][N:3]=1.O.[CH3:17][N:18]1[CH:22]=[C:21](B2OC(C)(C)C(C)(C)O2)[CH:20]=[N:19]1.C(=O)([O-])[O-].[Cs+].[Cs+], predict the reaction product. The product is: [CH3:17][N:18]1[CH:22]=[C:21]([C:2]2[CH:7]=[C:6]([O:8][C:9]3[CH:10]=[CH:11][C:12]([NH2:15])=[N:13][CH:14]=3)[CH:5]=[CH:4][N:3]=2)[CH:20]=[N:19]1. (8) Given the reactants [Cl:1][C:2]1[C:3]([F:31])=[C:4]([CH:8]2[C:12]([C:15]3[CH:20]=[CH:19][C:18]([Cl:21])=[CH:17][C:16]=3[F:22])([C:13]#[N:14])[CH:11]([CH2:23][C:24]([CH3:27])([CH3:26])[CH3:25])[NH:10][CH:9]2[C:28]([OH:30])=O)[CH:5]=[CH:6][CH:7]=1.CN(C(ON1N=NC2C=CC=NC1=2)=[N+](C)C)C.F[P-](F)(F)(F)(F)F.CCN(C(C)C)C(C)C.[N:65]1([C:71](=[O:79])[CH2:72][N:73]2[CH2:78][CH2:77][NH:76][CH2:75][CH2:74]2)[CH2:70][CH2:69][O:68][CH2:67][CH2:66]1, predict the reaction product. The product is: [Cl:1][C:2]1[C:3]([F:31])=[C:4]([CH:8]2[CH:9]([C:28]([N:76]3[CH2:77][CH2:78][N:73]([CH2:72][C:71]([N:65]4[CH2:66][CH2:67][O:68][CH2:69][CH2:70]4)=[O:79])[CH2:74][CH2:75]3)=[O:30])[NH:10][CH:11]([CH2:23][C:24]([CH3:26])([CH3:25])[CH3:27])[C:12]2([C:15]2[CH:20]=[CH:19][C:18]([Cl:21])=[CH:17][C:16]=2[F:22])[C:13]#[N:14])[CH:5]=[CH:6][CH:7]=1. (9) Given the reactants [CH3:1][O:2][C:3]1[CH:43]=[CH:42][C:6]([CH2:7][N:8]2[C:12]3=[N:13][CH:14]=[CH:15][C:16]([O:17][C:18]4[CH:23]=[CH:22][C:21]([N:24]([C:33]5[CH:38]=[CH:37][C:36]([F:39])=[CH:35][CH:34]=5)[C:25]([C:27]5([C:30]([NH2:32])=[O:31])[CH2:29][CH2:28]5)=[O:26])=[CH:20][C:19]=4[F:40])=[C:11]3[C:10](I)=[N:9]2)=[CH:5][CH:4]=1.[CH3:44][N:45]1[CH2:50][CH2:49][N:48]([CH2:51][C:52]2[O:53][CH:54]=[C:55]([Sn](CCCC)(CCCC)CCCC)[CH:56]=2)[CH2:47][CH2:46]1.BrC1C=C(CN2CCN(C)CC2)OC=1[Sn](CCCC)(CCCC)CCCC, predict the reaction product. The product is: [CH3:1][O:2][C:3]1[CH:43]=[CH:42][C:6]([CH2:7][N:8]2[C:12]3=[N:13][CH:14]=[CH:15][C:16]([O:17][C:18]4[CH:23]=[CH:22][C:21]([N:24]([C:33]5[CH:38]=[CH:37][C:36]([F:39])=[CH:35][CH:34]=5)[C:25]([C:27]5([C:30]([NH2:32])=[O:31])[CH2:29][CH2:28]5)=[O:26])=[CH:20][C:19]=4[F:40])=[C:11]3[C:10]([C:55]3[CH:56]=[C:52]([CH2:51][N:48]4[CH2:47][CH2:46][N:45]([CH3:44])[CH2:50][CH2:49]4)[O:53][CH:54]=3)=[N:9]2)=[CH:5][CH:4]=1.